From a dataset of Reaction yield outcomes from USPTO patents with 853,638 reactions. Predict the reaction yield, written as a fraction of the theoretical maximum amount of product (1.0 means a 100% yield; for example, 0.34 means a 34% yield). (1) The reactants are C1([NH2+]C2CCCCC2)CCCCC1.[CH2:14]([C@H:18]1[O:20][C@@H:19]1[C:21]([O-:23])=O)[CH2:15][CH2:16][CH3:17].C(Cl)(=O)C(C)(C)C.C(N(CC)CC)C.Cl.[CH3:39][O:40][C:41](=[O:51])[C@H:42]([CH2:44][C:45]1[CH:50]=[CH:49][CH:48]=[CH:47][CH:46]=1)[NH2:43]. The catalyst is O1CCCC1. The product is [CH3:39][O:40][C:41](=[O:51])[C@@H:42]([NH:43][C:21]([C@@H:19]1[C@@H:18]([CH2:14][CH2:15][CH2:16][CH3:17])[O:20]1)=[O:23])[CH2:44][C:45]1[CH:50]=[CH:49][CH:48]=[CH:47][CH:46]=1. The yield is 1.00. (2) The reactants are C([O:8][N:9]1[C:15](=[O:16])[N:14]2[CH2:17][C@H:10]1[CH2:11][CH2:12][C@H:13]2[C:18]([NH:20][O:21][CH:22]1[CH2:27][CH2:26][N:25]([C:28]([NH:37][C:38](=[O:44])[O:39][C:40]([CH3:43])([CH3:42])[CH3:41])=[N:29][C:30](=[O:36])[O:31][C:32]([CH3:35])([CH3:34])[CH3:33])[CH2:24][CH2:23]1)=[O:19])C1C=CC=CC=1. The catalyst is CO.[Pd]. The product is [OH:8][N:9]1[C:15](=[O:16])[N:14]2[CH2:17][C@H:10]1[CH2:11][CH2:12][C@H:13]2[C:18]([NH:20][O:21][CH:22]1[CH2:23][CH2:24][N:25]([C:28]([NH:37][C:38](=[O:44])[O:39][C:40]([CH3:43])([CH3:42])[CH3:41])=[N:29][C:30](=[O:36])[O:31][C:32]([CH3:33])([CH3:34])[CH3:35])[CH2:26][CH2:27]1)=[O:19]. The yield is 0.980. (3) The reactants are [H-].[Na+].[CH:3]1([N:6]2[CH:10]=[N:9][N:8]=[C:7]2[C:11]2[CH:12]=[C:13]([NH:17][C:18]([C:20]3[CH:25]=[C:24]([C:26]4[CH:27]=[N:28][C:29](F)=[CH:30][CH:31]=4)[CH:23]=[CH:22][N:21]=3)=[O:19])[CH:14]=[CH:15][CH:16]=2)[CH2:5][CH2:4]1.[CH:33]1([OH:37])[CH2:36][CH2:35][CH2:34]1. No catalyst specified. The product is [CH:33]1([O:37][C:29]2[N:28]=[CH:27][C:26]([C:24]3[CH:23]=[CH:22][N:21]=[C:20]([C:18]([NH:17][C:13]4[CH:14]=[CH:15][CH:16]=[C:11]([C:7]5[N:6]([CH:3]6[CH2:5][CH2:4]6)[CH:10]=[N:9][N:8]=5)[CH:12]=4)=[O:19])[CH:25]=3)=[CH:31][CH:30]=2)[CH2:36][CH2:35][CH2:34]1. The yield is 0.550. (4) The reactants are [NH2:1][C:2]1[CH:3]=[CH:4][CH:5]=[C:6]2[C:11]=1[N:10]=[CH:9][CH:8]=[CH:7]2.C(N(CC)CC)C.[N:19]1[C:28]2[C:23](=[CH:24][CH:25]=[CH:26][C:27]=2[S:29](Cl)(=[O:31])=[O:30])[CH:22]=[CH:21][CH:20]=1. The catalyst is C(Cl)(Cl)Cl. The product is [N:10]1[C:11]2[C:6](=[CH:5][CH:4]=[CH:3][C:2]=2[NH:1][S:29]([C:27]2[CH:26]=[CH:25][CH:24]=[C:23]3[C:28]=2[N:19]=[CH:20][CH:21]=[CH:22]3)(=[O:30])=[O:31])[CH:7]=[CH:8][CH:9]=1. The yield is 0.230.